Dataset: Forward reaction prediction with 1.9M reactions from USPTO patents (1976-2016). Task: Predict the product of the given reaction. (1) Given the reactants [S:1]1[C:5]2[CH2:6][CH:7]3[CH:12]([C:4]=2[CH:3]=[CH:2]1)[CH2:11][CH2:10][NH:9][CH2:8]3.O.C([O-])(O)=O.[Na+].[C:19](O[C:19]([O:21][C:22]([CH3:25])([CH3:24])[CH3:23])=[O:20])([O:21][C:22]([CH3:25])([CH3:24])[CH3:23])=[O:20], predict the reaction product. The product is: [C:22]([O:21][C:19]([N:9]1[CH2:10][CH2:11][CH:12]2[CH:7]([CH2:6][C:5]3[S:1][CH:2]=[CH:3][C:4]=32)[CH2:8]1)=[O:20])([CH3:25])([CH3:24])[CH3:23]. (2) Given the reactants [OH:1][CH2:2][C:3]1[NH:8][C:7](=[O:9])[CH:6]=[CH:5][CH:4]=1.Br[CH2:11][C:12]([O:14][C:15]([CH3:18])([CH3:17])[CH3:16])=[O:13], predict the reaction product. The product is: [OH:1][CH2:2][C:3]1[N:8]=[C:7]([O:9][CH2:11][C:12]([O:14][C:15]([CH3:18])([CH3:17])[CH3:16])=[O:13])[CH:6]=[CH:5][CH:4]=1.